This data is from Forward reaction prediction with 1.9M reactions from USPTO patents (1976-2016). The task is: Predict the product of the given reaction. (1) Given the reactants C(=O)([O-])[O-].[K+].[K+].[Br:7][C:8]1[CH:14]=[CH:13][CH:12]=[CH:11][C:9]=1[NH2:10].Cl[CH2:16][C:17]1[NH:21][C:20]2[CH:22]=[C:23]([CH2:26][CH2:27][C:28]([O:30][CH3:31])=[O:29])[CH:24]=[CH:25][C:19]=2[N:18]=1, predict the reaction product. The product is: [Br:7][C:8]1[CH:14]=[CH:13][CH:12]=[CH:11][C:9]=1[NH:10][CH2:16][C:17]1[NH:21][C:20]2[CH:22]=[C:23]([CH2:26][CH2:27][C:28]([O:30][CH3:31])=[O:29])[CH:24]=[CH:25][C:19]=2[N:18]=1. (2) Given the reactants [C:1]1([C:7]2[CH:8]=[C:9]3[C:13](=[C:14]([C:16]([NH2:18])=[O:17])[CH:15]=2)[NH:12][CH:11]=[C:10]3[CH:19]2[CH2:24][CH2:23][NH:22][CH2:21][CH2:20]2)[CH:6]=[CH:5][CH:4]=[CH:3][CH:2]=1.C(N(CC)CC)C.[Cl:32][CH2:33][CH2:34][CH2:35][S:36](Cl)(=[O:38])=[O:37], predict the reaction product. The product is: [Cl:32][CH2:33][CH2:34][CH2:35][S:36]([N:22]1[CH2:23][CH2:24][CH:19]([C:10]2[C:9]3[C:13](=[C:14]([C:16]([NH2:18])=[O:17])[CH:15]=[C:7]([C:1]4[CH:2]=[CH:3][CH:4]=[CH:5][CH:6]=4)[CH:8]=3)[NH:12][CH:11]=2)[CH2:20][CH2:21]1)(=[O:38])=[O:37]. (3) Given the reactants Br[CH2:2][C:3]1[CH:8]=[CH:7][CH:6]=[CH:5][C:4]=1/[C:9](=[CH:14]\[O:15][CH3:16])/[C:10]([O:12][CH3:13])=[O:11].[CH2:17]([O:20]/[N:21]=[C:22](/[C:24]1[CH:29]=[C:28]([CH3:30])[C:27]([OH:31])=[CH:26][C:25]=1[CH3:32])\[CH3:23])[CH2:18][CH3:19].C(=O)([O-])[O-].[Cs+].[Cs+], predict the reaction product. The product is: [CH3:30][C:28]1[CH:29]=[C:24](/[C:22](=[N:21]/[O:20][CH2:17][CH2:18][CH3:19])/[CH3:23])[C:25]([CH3:32])=[CH:26][C:27]=1[O:31][CH2:2][C:3]1[CH:8]=[CH:7][CH:6]=[CH:5][C:4]=1/[C:9](=[CH:14]\[O:15][CH3:16])/[C:10]([O:12][CH3:13])=[O:11].